This data is from Full USPTO retrosynthesis dataset with 1.9M reactions from patents (1976-2016). The task is: Predict the reactants needed to synthesize the given product. (1) Given the product [CH3:18][Si:17]([CH3:20])([CH3:19])[CH2:16][CH2:15][O:14][CH2:13][N:11]1[CH:12]=[C:8]([C:5]2[N:4]=[N:3][C:2]([NH:22][NH2:23])=[CH:7][CH:6]=2)[CH:9]=[N:10]1, predict the reactants needed to synthesize it. The reactants are: Cl[C:2]1[N:3]=[N:4][C:5]([C:8]2[CH:9]=[N:10][N:11]([CH2:13][O:14][CH2:15][CH2:16][Si:17]([CH3:20])([CH3:19])[CH3:18])[CH:12]=2)=[CH:6][CH:7]=1.O.[NH2:22][NH2:23]. (2) Given the product [CH:12]([NH:11][C:9]1[S:10][C:4]2[CH:3]=[C:2]([C:44]([O:47][CH3:15])=[O:45])[N:7]=[CH:6][C:5]=2[N:8]=1)([CH3:14])[CH3:13], predict the reactants needed to synthesize it. The reactants are: Cl[C:2]1[N:7]=[CH:6][C:5]2[N:8]=[C:9]([NH:11][CH:12]([CH3:14])[CH3:13])[S:10][C:4]=2[CH:3]=1.[C:15]1(P(C2C=CC=CC=2)CCCP(C2C=CC=CC=2)C2C=CC=CC=2)C=CC=CC=1.[C:44]([O-:47])([O-])=[O:45].[K+].[K+]. (3) Given the product [ClH:22].[C:1]([C:5]1[CH:10]=[CH:9][C:8]([C:11]2[N:12]([C:30]([N:48]3[CH2:49][CH2:50][N:45]([CH2:44][C:43]([N:37]4[CH2:38][CH2:39][O:40][CH2:41][CH2:42]4)=[O:51])[CH2:46][CH2:47]3)=[O:31])[C@H:13]([C:23]3[CH:28]=[CH:27][C:26]([Cl:29])=[CH:25][CH:24]=3)[C@H:14]([C:16]3[CH:21]=[CH:20][C:19]([Cl:22])=[CH:18][CH:17]=3)[N:15]=2)=[C:7]([O:33][CH:34]([CH3:36])[CH3:35])[CH:6]=1)([CH3:4])([CH3:2])[CH3:3], predict the reactants needed to synthesize it. The reactants are: [C:1]([C:5]1[CH:10]=[CH:9][C:8]([C:11]2[N:12]([C:30](Cl)=[O:31])[C@H:13]([C:23]3[CH:28]=[CH:27][C:26]([Cl:29])=[CH:25][CH:24]=3)[C@H:14]([C:16]3[CH:21]=[CH:20][C:19]([Cl:22])=[CH:18][CH:17]=3)[N:15]=2)=[C:7]([O:33][CH:34]([CH3:36])[CH3:35])[CH:6]=1)([CH3:4])([CH3:3])[CH3:2].[N:37]1([C:43](=[O:51])[CH2:44][N:45]2[CH2:50][CH2:49][NH:48][CH2:47][CH2:46]2)[CH2:42][CH2:41][O:40][CH2:39][CH2:38]1. (4) Given the product [CH3:10][C:3]1([CH2:2][NH:1][C:31](=[O:32])[CH2:30][C:27]2[CH:28]=[CH:29][C:24]([O:23][CH2:22][C:20]3[C:19]4[C:14](=[CH:15][CH:16]=[CH:17][CH:18]=4)[N:13]=[C:12]([CH3:11])[CH:21]=3)=[CH:25][CH:26]=2)[C:4](=[O:9])[NH:5][C:6](=[O:8])[NH:7]1, predict the reactants needed to synthesize it. The reactants are: [NH2:1][CH2:2][C:3]1([CH3:10])[NH:7][C:6](=[O:8])[NH:5][C:4]1=[O:9].[CH3:11][C:12]1[CH:21]=[C:20]([CH2:22][O:23][C:24]2[CH:29]=[CH:28][C:27]([CH2:30][C:31](O)=[O:32])=[CH:26][CH:25]=2)[C:19]2[C:14](=[CH:15][CH:16]=[CH:17][CH:18]=2)[N:13]=1.N1CC(=O)NC1=O.C(O)(C(F)(F)F)=O. (5) Given the product [OH:1][C@H:2]1[CH2:7][CH2:6][CH2:5][NH:4][C@H:3]1[C:8]([OH:10])=[O:9], predict the reactants needed to synthesize it. The reactants are: [OH:1][C:2]1[C:3]([C:8]([OH:10])=[O:9])=[N:4][CH:5]=[CH:6][CH:7]=1.[NH4+].[OH-].